Dataset: Reaction yield outcomes from USPTO patents with 853,638 reactions. Task: Predict the reaction yield, written as a fraction of the theoretical maximum amount of product (1.0 means a 100% yield; for example, 0.34 means a 34% yield). (1) The reactants are BrC1C=C[C:5]([C:6]#[N:7])=CC=1C.[O:11]=S(Cl)[Cl:13].[CH:15]([OH:18])([CH3:17])[CH3:16]. No catalyst specified. The product is [Cl-:13].[CH:15]([O:18][C:5](=[O:11])[CH2:6][NH3+:7])([CH3:17])[CH3:16]. The yield is 0.860. (2) The reactants are [N:1]1([CH2:6][CH2:7][CH2:8][O:9][C:10]2[CH:15]=[CH:14][C:13]([C:16]3([CH2:22][NH2:23])[CH2:21][CH2:20][O:19][CH2:18][CH2:17]3)=[CH:12][CH:11]=2)[CH2:5][CH2:4][CH2:3][CH2:2]1.CCN(C(C)C)C(C)C.Cl[C:34]1[C:39]([N+:40]([O-:42])=[O:41])=[CH:38][CH:37]=[CH:36][N:35]=1. The catalyst is C(#N)C. The product is [N+:40]([C:39]1[C:34]([NH:23][CH2:22][C:16]2([C:13]3[CH:14]=[CH:15][C:10]([O:9][CH2:8][CH2:7][CH2:6][N:1]4[CH2:5][CH2:4][CH2:3][CH2:2]4)=[CH:11][CH:12]=3)[CH2:17][CH2:18][O:19][CH2:20][CH2:21]2)=[N:35][CH:36]=[CH:37][CH:38]=1)([O-:42])=[O:41]. The yield is 1.00. (3) The reactants are [Cl:1][C:2]1[C:7]([Cl:8])=[CH:6][N:5]=[C:4]([NH2:9])[CH:3]=1.[C:10](N1C=CC=CC1=O)(N1C=CC=CC1=O)=[S:11]. The catalyst is ClCCl. The product is [Cl:1][C:2]1[C:7]([Cl:8])=[CH:6][N:5]=[C:4]([N:9]=[C:10]=[S:11])[CH:3]=1. The yield is 0.830. (4) The reactants are [Br-].[Br-].[NH2:3][C:4]1[N:9]=[C:8]([NH2:10])[C:7]([NH2:11])=[C:6]([NH2:12])[N:5]=1.[Br:13][CH2:14][C:15](=O)[CH:16]=NO. The catalyst is CO. The product is [NH2:3][C:4]1[N:9]=[C:8]([NH2:10])[C:7]2[C:6](=[N:12][CH:16]=[C:15]([CH2:14][Br:13])[N:11]=2)[N:5]=1. The yield is 0.880. (5) The catalyst is O1CCOCC1. The yield is 0.500. The reactants are [OH:1][NH:2][C:3](=[NH:12])[O:4][C:5]1[CH:10]=[CH:9][C:8]([Cl:11])=[CH:7][CH:6]=1.CCN(C(C)C)C(C)C.[O:22]1[CH:26]=[CH:25][CH:24]=[C:23]1[C:27](Cl)=O. The product is [Cl:11][C:8]1[CH:9]=[CH:10][C:5]([O:4][C:3]2[N:12]=[C:27]([C:23]3[O:22][CH:26]=[CH:25][CH:24]=3)[O:1][N:2]=2)=[CH:6][CH:7]=1. (6) The reactants are Br[CH2:2][C:3]1[C:8]([Cl:9])=[C:7]([Cl:10])[CH:6]=[CH:5][C:4]=1[Cl:11].[SH:12][C:13]1[N:18]=[C:17]([OH:19])[CH:16]=[CH:15][N:14]=1. No catalyst specified. The product is [Cl:9][C:8]1[C:7]([Cl:10])=[CH:6][CH:5]=[C:4]([Cl:11])[C:3]=1[CH2:2][S:12][C:13]1[N:18]=[C:17]([OH:19])[CH:16]=[CH:15][N:14]=1. The yield is 0.890.